Task: Predict the product of the given reaction.. Dataset: Forward reaction prediction with 1.9M reactions from USPTO patents (1976-2016) (1) Given the reactants [CH3:1][C:2]1[CH:3]=[CH:4][C:5]2[C:10]([CH:11]=1)=[N+:9]([O-])[C:8]([C:13]#[N:14])=[CH:7][CH:6]=2.P(Cl)(Cl)([Cl:17])=O, predict the reaction product. The product is: [Cl:17][C:6]1[C:5]2[C:10](=[CH:11][C:2]([CH3:1])=[CH:3][CH:4]=2)[N:9]=[C:8]([C:13]#[N:14])[CH:7]=1. (2) Given the reactants C([O:8][C:9]1[CH:18]=[C:17]2[C:12]([C:13]([OH:20])=[CH:14][C:15]([CH3:19])=[N:16]2)=[CH:11][CH:10]=1)C1C=CC=CC=1, predict the reaction product. The product is: [CH3:19][C:15]1[CH:14]=[C:13]([OH:20])[C:12]2[C:17](=[CH:18][C:9]([OH:8])=[CH:10][CH:11]=2)[N:16]=1.